Dataset: Peptide-MHC class II binding affinity with 134,281 pairs from IEDB. Task: Regression. Given a peptide amino acid sequence and an MHC pseudo amino acid sequence, predict their binding affinity value. This is MHC class II binding data. The peptide sequence is TVFGSAFQGLFGGLNKK. The binding affinity (normalized) is 0.400. The MHC is DRB3_0301 with pseudo-sequence DRB3_0301.